This data is from Reaction yield outcomes from USPTO patents with 853,638 reactions. The task is: Predict the reaction yield, written as a fraction of the theoretical maximum amount of product (1.0 means a 100% yield; for example, 0.34 means a 34% yield). (1) The reactants are C1(P(C2C=CC=CC=2)C2C=CC=CC=2)C=CC=CC=1.[Cl:20][C:21]1[CH:26]=[C:25]([Cl:27])[CH:24]=[CH:23][C:22]=1[CH2:28][CH2:29][OH:30].[CH2:31]([O:33][C:34](=[O:44])[C:35]1[CH:40]=[C:39](O)[C:38]([Br:42])=[C:37]([OH:43])[CH:36]=1)[CH3:32].CCOC(/N=N/C(OCC)=O)=O. The catalyst is C1COCC1. The product is [CH2:31]([O:33][C:34](=[O:44])[C:35]1[CH:36]=[C:37]([OH:43])[C:38]([Br:42])=[C:39]([O:30][CH2:29][CH2:28][C:22]2[CH:23]=[CH:24][C:25]([Cl:27])=[CH:26][C:21]=2[Cl:20])[CH:40]=1)[CH3:32]. The yield is 0.960. (2) The reactants are [O:1]([CH2:8][CH2:9][CH2:10][CH2:11][CH2:12][CH2:13][CH:14]([C:16]1[O:17][C:18]([CH3:21])=[N:19][N:20]=1)[OH:15])[C:2]1[CH:7]=[CH:6][CH:5]=[CH:4][CH:3]=1.CC(OI1(OC(C)=O)(OC(C)=O)OC(=O)C2C=CC=CC1=2)=O. The catalyst is C(Cl)Cl.[O-]S([O-])(=S)=O.[Na+].[Na+].C([O-])(O)=O.[Na+]. The product is [O:1]([CH2:8][CH2:9][CH2:10][CH2:11][CH2:12][CH2:13][C:14]([C:16]1[O:17][C:18]([CH3:21])=[N:19][N:20]=1)=[O:15])[C:2]1[CH:3]=[CH:4][CH:5]=[CH:6][CH:7]=1. The yield is 0.820. (3) The catalyst is O1CCOCC1.C(OCC)(=O)C.C1C=CC(P(C2C=CC=CC=2)[C-]2C=CC=C2)=CC=1.C1C=CC(P(C2C=CC=CC=2)[C-]2C=CC=C2)=CC=1.Cl[Pd]Cl.[Fe+2]. The yield is 1.00. The product is [CH3:12][N:8]([C:4]1[CH:3]=[C:2]([B:13]2[O:17][C:16]([CH3:19])([CH3:18])[C:15]([CH3:21])([CH3:20])[O:14]2)[CH:7]=[CH:6][N:5]=1)[C:9](=[O:11])[CH3:10]. The reactants are Br[C:2]1[CH:7]=[CH:6][N:5]=[C:4]([N:8]([CH3:12])[C:9](=[O:11])[CH3:10])[CH:3]=1.[B:13]1([B:13]2[O:17][C:16]([CH3:19])([CH3:18])[C:15]([CH3:21])([CH3:20])[O:14]2)[O:17][C:16]([CH3:19])([CH3:18])[C:15]([CH3:21])([CH3:20])[O:14]1.C([O-])(=O)C.[K+]. (4) The catalyst is C(OCC)(=O)C. The product is [CH2:13]([C:17]1[N:22]2[N:23]=[CH:24][N:25]=[C:21]2[N:20]([C:26]2[CH:31]=[CH:30][C:29]([O:32][CH3:33])=[C:28]([F:34])[CH:27]=2)[C:19](=[O:35])[C:18]=1[CH2:36][C:37]1[CH:38]=[CH:39][C:40]([C:43]2[CH:48]=[CH:47][CH:46]=[CH:45][C:44]=2[C:49]2[NH:3][C:4](=[O:7])[O:5][N:50]=2)=[CH:41][CH:42]=1)[CH2:14][CH2:15][CH3:16]. The reactants are [Cl-].O[NH3+:3].[C:4](=[O:7])([O-])[OH:5].[Na+].CS(C)=O.[CH2:13]([C:17]1[N:22]2[N:23]=[CH:24][N:25]=[C:21]2[N:20]([C:26]2[CH:31]=[CH:30][C:29]([O:32][CH3:33])=[C:28]([F:34])[CH:27]=2)[C:19](=[O:35])[C:18]=1[CH2:36][C:37]1[CH:42]=[CH:41][C:40]([C:43]2[C:44]([C:49]#[N:50])=[CH:45][CH:46]=[CH:47][CH:48]=2)=[CH:39][CH:38]=1)[CH2:14][CH2:15][CH3:16]. The yield is 0.530. (5) The reactants are [NH:1]1[CH2:6][CH2:5][CH:4]([NH:7][C:8](=[O:14])[O:9][C:10]([CH3:13])([CH3:12])[CH3:11])[CH2:3][CH2:2]1.C(N(CC)CC)C.[CH3:22][N:23]([CH3:28])[S:24](Cl)(=[O:26])=[O:25].C(OCC)(=O)C. The catalyst is ClCCl. The product is [CH3:22][N:23]([CH3:28])[S:24]([N:1]1[CH2:2][CH2:3][CH:4]([NH:7][C:8]([O:9][C:10]([CH3:11])([CH3:13])[CH3:12])=[O:14])[CH2:5][CH2:6]1)(=[O:26])=[O:25]. The yield is 0.850. (6) The reactants are [OH:1][C:2]1[CH:3]=[C:4]2[C:9](=[CH:10][CH:11]=1)[C:8](=[O:12])[CH2:7][CH2:6][CH2:5]2.I[C:14]1[CH:19]=[CH:18][CH:17]=[CH:16][C:15]=1[C:20]([F:23])([F:22])[F:21].[H-].[Na+].COCCOCCN(CCOCCOC)CCOCCOC. The catalyst is CN(C=O)C.O.Cl[Cu]. The product is [F:21][C:20]([F:23])([F:22])[C:15]1[CH:16]=[CH:17][CH:18]=[CH:19][C:14]=1[O:1][C:2]1[CH:3]=[C:4]2[C:9](=[CH:10][CH:11]=1)[C:8](=[O:12])[CH2:7][CH2:6][CH2:5]2. The yield is 0.180.